This data is from Full USPTO retrosynthesis dataset with 1.9M reactions from patents (1976-2016). The task is: Predict the reactants needed to synthesize the given product. (1) Given the product [F:57][C:58]([F:64])([F:63])[C:8]([OH:9])=[O:56].[NH2:32][C:30]1[S:33][CH2:34][C@H:35]2[CH2:36][CH2:37][CH2:38][C:39]3[CH:46]=[CH:45][C:44]([NH:47][C:48]([C:49]4[CH:54]=[CH:53][C:52]([Cl:55])=[CH:51][N:50]=4)=[O:56])=[CH:43][C:40]=3[C@@:41]2([CH3:42])[N:31]=1, predict the reactants needed to synthesize it. The reactants are: ClC1C=CC([C:8](NC2C=CC3CCCC(CCl)=C(C)C=3C=2)=[O:9])=NC=1.NC(N)=S.Cl.[C:30]([S:33][CH2:34][C:35]1[CH2:36][CH2:37][CH2:38][C:39]2[CH:46]=[CH:45][C:44]([NH:47][C:48](=[O:56])[C:49]3[CH:54]=[CH:53][C:52]([Cl:55])=[CH:51][N:50]=3)=[CH:43][C:40]=2[C:41]=1[CH3:42])(=[NH:32])[NH2:31].[F:57][C:58]([F:64])([F:63])S(O)(=O)=O. (2) The reactants are: [CH3:1][C:2]1([CH3:27])[C@H:11]2[O:12][C@H:10]2[C:9]2[CH:8]=[C:7]([CH2:13][C:14]([NH:16][CH:17]3[C:26]4[C:21](=[CH:22][CH:23]=[CH:24][CH:25]=4)[CH2:20][CH2:19][CH2:18]3)=[O:15])[CH:6]=[CH:5][C:4]=2[O:3]1.[NH3:28]. Given the product [NH2:28][C@@H:10]1[C:9]2[C:4](=[CH:5][CH:6]=[C:7]([CH2:13][C:14]([NH:16][C@H:17]3[C:26]4[C:21](=[CH:22][CH:23]=[CH:24][CH:25]=4)[CH2:20][CH2:19][CH2:18]3)=[O:15])[CH:8]=2)[O:3][C:2]([CH3:27])([CH3:1])[C@H:11]1[OH:12], predict the reactants needed to synthesize it. (3) Given the product [CH:27]([C:29]1[CH:34]=[CH:33][C:32]([C:2]2[N:7]=[CH:6][N:5]=[C:4]([NH:8][C@H:9]([C:17]([O:19][CH3:20])=[O:18])[CH2:10][C:11]3[CH:16]=[CH:15][CH:14]=[CH:13][CH:12]=3)[CH:3]=2)=[CH:31][CH:30]=1)=[O:28], predict the reactants needed to synthesize it. The reactants are: Cl[C:2]1[N:7]=[CH:6][N:5]=[C:4]([NH:8][C@H:9]([C:17]([O:19][CH3:20])=[O:18])[CH2:10][C:11]2[CH:16]=[CH:15][CH:14]=[CH:13][CH:12]=2)[CH:3]=1.C(=O)([O-])[O-].[Na+].[Na+].[CH:27]([C:29]1[CH:34]=[CH:33][C:32](B(O)O)=[CH:31][CH:30]=1)=[O:28]. (4) Given the product [N:4]1[N:3]2[C:7](=[O:13])[CH2:8][C:9](=[O:10])[NH:1][C:2]2=[CH:6][CH:5]=1, predict the reactants needed to synthesize it. The reactants are: [NH2:1][C:2]1[CH:6]=[CH:5][NH:4][N:3]=1.[C:7](OC)(=[O:13])[CH2:8][C:9](OC)=[O:10].C[O-].[Na+]. (5) Given the product [F:20][C:21]1[CH:22]=[CH:23][C:24]([C@@H:27]2[CH2:32][O:31][CH:30]=[C:29]3[CH2:34][CH2:35][CH2:36][C:37](=[O:38])[N:28]23)=[CH:25][CH:26]=1.[F:20][C:21]1[CH:22]=[CH:23][C:24]([C@@H:27]2[CH2:32][O:31][CH2:30][C@H:29]3[CH2:34][CH2:35][CH2:36][C:37](=[O:38])[N:28]23)=[CH:25][CH:26]=1, predict the reactants needed to synthesize it. The reactants are: C([SiH](CC)CC)C.FC(F)(F)S(O[Si](C)(C)C)(=O)=O.[F:20][C:21]1[CH:26]=[CH:25][C:24]([CH:27]2[CH2:32][O:31][C@@H:30](O)[CH:29]3[CH2:34][CH2:35][CH2:36][C:37](=[O:38])[N:28]23)=[CH:23][CH:22]=1.O. (6) The reactants are: [CH3:1][C:2]1[CH:3]=[C:4]([CH:6]=[CH:7][C:8]=1[O:9][C:10]1[CH:15]=[CH:14][CH:13]=[C:12]([CH:16]=[CH:17][CH:18]([CH3:20])[CH3:19])[CH:11]=1)[NH2:5].C1(SSC2C=CC=CC=2)C=CC=CC=1.N(C(CC)C#N)=NC(CC)C#N.O. Given the product [CH3:1][C:2]1[CH:3]=[C:4]([CH:6]=[CH:7][C:8]=1[O:9][C:10]1[CH:15]=[CH:14][CH:13]=[C:12](/[CH:16]=[CH:17]/[CH:18]([CH3:20])[CH3:19])[CH:11]=1)[NH2:5], predict the reactants needed to synthesize it.